Regression. Given two drug SMILES strings and cell line genomic features, predict the synergy score measuring deviation from expected non-interaction effect. From a dataset of NCI-60 drug combinations with 297,098 pairs across 59 cell lines. (1) Drug 1: COC1=NC(=NC2=C1N=CN2C3C(C(C(O3)CO)O)O)N. Drug 2: CC1=C(C(=O)C2=C(C1=O)N3CC4C(C3(C2COC(=O)N)OC)N4)N. Cell line: LOX IMVI. Synergy scores: CSS=50.4, Synergy_ZIP=-5.44, Synergy_Bliss=-7.38, Synergy_Loewe=-2.62, Synergy_HSA=-0.0357. (2) Drug 1: CC1=C(C(CCC1)(C)C)C=CC(=CC=CC(=CC(=O)O)C)C. Drug 2: C1CC(C1)(C(=O)O)C(=O)O.[NH2-].[NH2-].[Pt+2]. Cell line: SNB-19. Synergy scores: CSS=6.08, Synergy_ZIP=-4.12, Synergy_Bliss=-4.65, Synergy_Loewe=-5.89, Synergy_HSA=-5.40. (3) Drug 1: CCCS(=O)(=O)NC1=C(C(=C(C=C1)F)C(=O)C2=CNC3=C2C=C(C=N3)C4=CC=C(C=C4)Cl)F. Drug 2: C1CC(=O)NC(=O)C1N2CC3=C(C2=O)C=CC=C3N. Cell line: CCRF-CEM. Synergy scores: CSS=2.01, Synergy_ZIP=4.34, Synergy_Bliss=-6.02, Synergy_Loewe=-8.45, Synergy_HSA=-8.07.